Dataset: Full USPTO retrosynthesis dataset with 1.9M reactions from patents (1976-2016). Task: Predict the reactants needed to synthesize the given product. (1) Given the product [C:8]1([CH:5]2[CH2:6][CH2:7][O:4][CH2:3][CH2:2]2)[CH:13]=[CH:12][CH:11]=[CH:10][CH:9]=1, predict the reactants needed to synthesize it. The reactants are: N1[CH2:7][CH2:6][CH2:5][C@H:2]1[CH2:3][OH:4].[C:8]1(B(O)O)[CH:13]=[CH:12][CH:11]=[CH:10][CH:9]=1.C[Si]([N-][Si](C)(C)C)(C)C.[K+].ClC1CCOCC1. (2) Given the product [C:28]([O:1][C@:2]1([C@:23]2([CH3:24])[C@H:9]([C@H:10]3[C:20](=[CH:21][CH2:22]2)[C@:18]2([CH3:19])[C:13](=[CH:14][C:15](=[O:25])[CH2:16][CH2:17]2)[CH2:12][CH2:11]3)[CH2:8][CH2:7]1)[C:3](=[O:6])[CH2:4][OH:5])(=[O:30])[CH2:27][CH2:34][CH3:35], predict the reactants needed to synthesize it. The reactants are: [OH:1][C@:2]1([C@:23]2([CH3:24])[C@H:9]([C@H:10]3[C:20](=[CH:21][CH2:22]2)[C@:18]2([CH3:19])[C:13](=[CH:14][C:15](=[O:25])[CH2:16][CH2:17]2)[CH2:12][CH2:11]3)[CH2:8][CH2:7]1)[C:3](=[O:6])[CH2:4][OH:5].F[C:27](F)(F)[C:28]([OH:30])=O.O1CCO[CH2:35][CH2:34]1. (3) Given the product [CH3:8][C:7]1[C:2]([CH3:1])=[C:3]([C:12]2[C:17]([NH2:18])=[CH:16][CH:15]=[C:14]([CH3:21])[C:13]=2[CH3:22])[C:4]([NH2:9])=[CH:5][CH:6]=1, predict the reactants needed to synthesize it. The reactants are: [CH3:1][C:2]1[C:7]([CH3:8])=[CH:6][CH:5]=[C:4]([N+:9]([O-])=O)[C:3]=1[C:12]1[C:17]([N+:18]([O-])=O)=[CH:16][CH:15]=[C:14]([CH3:21])[C:13]=1[CH3:22]. (4) Given the product [CH:1]1([CH2:7][CH2:8][CH2:9][O:10][C:14]2[N:18]([C:19]3[CH:20]=[CH:21][C:22]([N+:25]([O-:27])=[O:26])=[CH:23][CH:24]=3)[N:17]=[N:16][N:15]=2)[CH2:6][CH2:5][CH2:4][CH2:3][CH2:2]1, predict the reactants needed to synthesize it. The reactants are: [CH:1]1([CH2:7][CH2:8][CH2:9][OH:10])[CH2:6][CH2:5][CH2:4][CH2:3][CH2:2]1.[H-].[Na+].Cl[C:14]1[N:18]([C:19]2[CH:24]=[CH:23][C:22]([N+:25]([O-:27])=[O:26])=[CH:21][CH:20]=2)[N:17]=[N:16][N:15]=1. (5) Given the product [C:31]([NH:39][C:40]([N:11]1[N:10]=[C:9]([C:3]2[CH:4]=[C:5]([F:8])[CH:6]=[CH:7][C:2]=2[F:1])[S:13][C:12]1([CH2:20][CH2:21][CH2:22][NH:23][C:24](=[O:30])[O:25][C:26]([CH3:27])([CH3:29])[CH3:28])[C:14]1[CH:19]=[CH:18][CH:17]=[CH:16][CH:15]=1)=[S:41])(=[O:38])[C:32]1[CH:37]=[CH:36][CH:35]=[CH:34][CH:33]=1, predict the reactants needed to synthesize it. The reactants are: [F:1][C:2]1[CH:7]=[CH:6][C:5]([F:8])=[CH:4][C:3]=1[C:9]1[S:13][C:12]([CH2:20][CH2:21][CH2:22][NH:23][C:24](=[O:30])[O:25][C:26]([CH3:29])([CH3:28])[CH3:27])([C:14]2[CH:19]=[CH:18][CH:17]=[CH:16][CH:15]=2)[NH:11][N:10]=1.[C:31]([N:39]=[C:40]=[S:41])(=[O:38])[C:32]1[CH:37]=[CH:36][CH:35]=[CH:34][CH:33]=1. (6) The reactants are: C(O)(=O)[C:2]1[CH:10]=[CH:9][C:8]2[O:7][CH2:6][O:5][C:4]=2[CH:3]=1.C1(P(N=[N+]=[N-])(C2C=CC=CC=2)=[O:20])C=CC=CC=1.C([N:32]([CH2:35]C)CC)C.Cl.Cl.[NH2:39][C:40]1[CH:41]=[C:42]([CH:70]=[CH:71][CH:72]=1)[O:43][C:44]1[CH:45]=[CH:46][C:47]2[N:51]=[C:50]([CH2:52][O:53][C:54]3[CH:67]=[CH:66][C:57]([CH2:58][CH:59]4[S:63][C:62](=[O:64])[NH:61][C:60]4=[O:65])=[CH:56][CH:55]=3)[N:49]([CH3:68])[C:48]=2[CH:69]=1. Given the product [O:7]1[C:8]2[CH:9]=[CH:10][C:2]([NH:32][C:35]([NH:39][C:40]3[CH:72]=[CH:71][CH:70]=[C:42]([O:43][C:44]4[CH:45]=[CH:46][C:47]5[N:51]=[C:50]([CH2:52][O:53][C:54]6[CH:67]=[CH:66][C:57]([CH2:58][CH:59]7[S:63][C:62](=[O:64])[NH:61][C:60]7=[O:65])=[CH:56][CH:55]=6)[N:49]([CH3:68])[C:48]=5[CH:69]=4)[CH:41]=3)=[O:20])=[CH:3][C:4]=2[O:5][CH2:6]1, predict the reactants needed to synthesize it. (7) Given the product [CH2:11]([O:10][C:3]1[C:2]([F:1])=[C:7]([F:8])[CH:6]=[CH:5][C:4]=1[O:9][CH2:18][CH:20]1[CH2:21][O:22]1)[C:16]1[CH:15]=[CH:14][CH:13]=[CH:12][CH:26]=1, predict the reactants needed to synthesize it. The reactants are: [F:1][C:2]1[C:3]([O:10][C:11]2[CH:16]=[CH:15][C:14](C)=[CH:13][CH:12]=2)=[C:4]([OH:9])[CH:5]=[CH:6][C:7]=1[F:8].[CH2:18]([CH:20]1[O:22][CH2:21]1)Br.[OH-].[K+].O.[CH3:26]CO.